Dataset: Catalyst prediction with 721,799 reactions and 888 catalyst types from USPTO. Task: Predict which catalyst facilitates the given reaction. (1) Reactant: [Cl:1][C:2]1[CH:26]=[CH:25][C:5]([CH2:6][N:7]2[C:12](SCC)=[N:11][C:10](=[O:16])[N:9]([CH2:17][C@@H:18]([C:20]([O:22][CH3:23])=[O:21])[CH3:19])[C:8]2=[O:24])=[CH:4][CH:3]=1.[O:27]([C:34]1[CH:40]=[CH:39][C:37]([NH2:38])=[CH:36][CH:35]=1)[C:28]1[CH:33]=[CH:32][CH:31]=[CH:30][CH:29]=1.C(O)(=O)C.C(=O)(O)[O-].[Na+]. Product: [Cl:1][C:2]1[CH:3]=[CH:4][C:5]([CH2:6][N:7]2[C:12](=[N:38][C:37]3[CH:36]=[CH:35][C:34]([O:27][C:28]4[CH:33]=[CH:32][CH:31]=[CH:30][CH:29]=4)=[CH:40][CH:39]=3)[NH:11][C:10](=[O:16])[N:9]([CH2:17][C@@H:18]([C:20]([O:22][CH3:23])=[O:21])[CH3:19])[C:8]2=[O:24])=[CH:25][CH:26]=1. The catalyst class is: 107. (2) Reactant: [Br:1][C:2]1[CH:3]=[C:4]2[C:9](=[CH:10][CH:11]=1)[N:8]=[C:7]([O:12][CH3:13])[CH:6]=[C:5]2[C:14]1[CH:19]=[CH:18][CH:17]=[C:16]([O:20]C)[CH:15]=1.B(Br)(Br)Br.O. Product: [Br:1][C:2]1[CH:3]=[C:4]2[C:9](=[CH:10][CH:11]=1)[N:8]=[C:7]([O:12][CH3:13])[CH:6]=[C:5]2[C:14]1[CH:15]=[C:16]([OH:20])[CH:17]=[CH:18][CH:19]=1. The catalyst class is: 4. (3) Reactant: [C:1]([NH:5][C:6](=[O:23])[CH2:7][N:8]1[C:13](=[O:14])[C:12]2[C:15]([CH3:22])=[C:16]([C:18]([O:20]C)=[O:19])[S:17][C:11]=2[N:10]=[CH:9]1)([CH3:4])([CH3:3])[CH3:2].O.O.[OH-].[Li+]. Product: [C:1]([NH:5][C:6](=[O:23])[CH2:7][N:8]1[C:13](=[O:14])[C:12]2[C:15]([CH3:22])=[C:16]([C:18]([OH:20])=[O:19])[S:17][C:11]=2[N:10]=[CH:9]1)([CH3:4])([CH3:3])[CH3:2]. The catalyst class is: 36.